This data is from Catalyst prediction with 721,799 reactions and 888 catalyst types from USPTO. The task is: Predict which catalyst facilitates the given reaction. Reactant: [Cl:1][C:2]1[N:6]2[C:7]([C:14]([F:17])([F:16])[F:15])=[CH:8][CH:9]=[C:10]([C:11]([OH:13])=O)[C:5]2=[N:4][N:3]=1.[CH3:18][C:19]1[O:23][C:22]([NH2:24])=[N:21][N:20]=1.S(Cl)(Cl)=O. Product: [Cl:1][C:2]1[N:6]2[C:7]([C:14]([F:17])([F:16])[F:15])=[CH:8][CH:9]=[C:10]([C:11]([NH:24][C:22]3[O:23][C:19]([CH3:18])=[N:20][N:21]=3)=[O:13])[C:5]2=[N:4][N:3]=1. The catalyst class is: 341.